Dataset: Catalyst prediction with 721,799 reactions and 888 catalyst types from USPTO. Task: Predict which catalyst facilitates the given reaction. (1) Reactant: [F:1][C:2]1[CH:3]=[C:4]([CH:33]=[CH:34][CH:35]=1)[O:5][C:6]1[CH:11]=[CH:10][CH:9]=[CH:8][C:7]=1[C@:12]([C@@H:20]1[CH2:25][CH2:24][CH2:23][N:22](C(OC(C)(C)C)=O)[CH2:21]1)([OH:19])[CH2:13][CH2:14][CH2:15][CH2:16][O:17][CH3:18].Cl.[OH-].[Na+]. Product: [F:1][C:2]1[CH:3]=[C:4]([CH:33]=[CH:34][CH:35]=1)[O:5][C:6]1[CH:11]=[CH:10][CH:9]=[CH:8][C:7]=1[C@:12]([C@@H:20]1[CH2:25][CH2:24][CH2:23][NH:22][CH2:21]1)([OH:19])[CH2:13][CH2:14][CH2:15][CH2:16][O:17][CH3:18]. The catalyst class is: 23. (2) Reactant: [CH3:1][C:2]1[C:10]2[C:9](=[O:11])[NH:8][CH:7]=[N:6][C:5]=2[S:4][C:3]=1[C:12]([OH:14])=O.S(Cl)(Cl)=O.[NH:19]1[CH2:23][CH2:22][CH2:21][CH2:20]1. Product: [CH3:1][C:2]1[C:10]2[C:9](=[O:11])[NH:8][CH:7]=[N:6][C:5]=2[S:4][C:3]=1[C:12]([N:19]1[CH2:23][CH2:22][CH2:21][CH2:20]1)=[O:14]. The catalyst class is: 3. (3) Reactant: N[C:2]1[C:11]2[N:12]=[C:13]([CH2:22][O:23][CH2:24][CH3:25])[N:14]([CH2:15][C:16]3([OH:21])[CH2:20][CH2:19][CH2:18][CH2:17]3)[C:10]=2[C:9]2[CH:8]=[CH:7][CH:6]=[CH:5][C:4]=2[N:3]=1.[H-].[Na+].I[CH3:29].O. Product: [CH2:24]([O:23][CH2:22][C:13]1[N:14]([CH2:15][C:16]2([O:21][CH3:29])[CH2:17][CH2:18][CH2:19][CH2:20]2)[C:10]2[C:9]3[CH:8]=[CH:7][CH:6]=[CH:5][C:4]=3[N:3]=[CH:2][C:11]=2[N:12]=1)[CH3:25]. The catalyst class is: 1. (4) Reactant: [O:1]1[CH:5]=[CH:4][CH:3]=[C:2]1[C:6]1[C:11]([I:12])=[C:10](S(C)=O)[N:9]=[C:8]([NH2:16])[N:7]=1.[CH:17]([OH:20])([CH3:19])[CH3:18].C1CCN2C(=NCCC2)CC1. Product: [O:1]1[CH:5]=[CH:4][CH:3]=[C:2]1[C:6]1[C:11]([I:12])=[C:10]([O:20][CH:17]([CH3:19])[CH3:18])[N:9]=[C:8]([NH2:16])[N:7]=1. The catalyst class is: 1. (5) Reactant: [OH:1][C:2]1[CH:3]=[C:4]([C:10]2[O:11][CH:12]=[C:13]([CH2:15][NH:16][C:17](=[O:25])[C:18]3[C:23]([CH3:24])=[CH:22][CH:21]=[CH:20][N:19]=3)[N:14]=2)[CH:5]=[CH:6][C:7]=1[O:8][CH3:9].O[CH:27]1[CH2:35][C:34]2[C:29](=[CH:30][CH:31]=[CH:32][CH:33]=2)[CH2:28]1.N(C(OC(C)C)=O)=NC(OC(C)C)=O.C(P(CCCC)CCCC)CCC. Product: [CH2:35]1[C:34]2[C:29](=[CH:30][CH:31]=[CH:32][CH:33]=2)[CH2:28][CH:27]1[O:1][C:2]1[CH:3]=[C:4]([C:10]2[O:11][CH:12]=[C:13]([CH2:15][NH:16][C:17](=[O:25])[C:18]3[C:23]([CH3:24])=[CH:22][CH:21]=[CH:20][N:19]=3)[N:14]=2)[CH:5]=[CH:6][C:7]=1[O:8][CH3:9]. The catalyst class is: 7. (6) Reactant: [H-].[Na+].[CH:3]1[C:8]2[C:9](=[O:18])[NH:10][C:11]3[CH:17]=[CH:16][CH:15]=[CH:14][C:12]=3[O:13][C:7]=2[CH:6]=[CH:5][CH:4]=1.[Br:19][CH2:20][CH2:21][CH2:22][CH2:23][CH:24](Br)C. Product: [Br:19][CH2:20][CH2:21][CH2:22][CH2:23][CH2:24][N:10]1[C:9](=[O:18])[C:8]2[CH:3]=[CH:4][CH:5]=[CH:6][C:7]=2[O:13][C:12]2[CH:14]=[CH:15][CH:16]=[CH:17][C:11]1=2. The catalyst class is: 3. (7) Reactant: [I:1]I.OO.[NH2:5][C:6]1[CH:14]=[C:13]([CH3:15])[CH:12]=[CH:11][C:7]=1[C:8]([OH:10])=[O:9]. Product: [NH2:5][C:6]1[CH:14]=[C:13]([CH3:15])[C:12]([I:1])=[CH:11][C:7]=1[C:8]([OH:10])=[O:9]. The catalyst class is: 51. (8) Reactant: [H-].[H-].[H-].[H-].[Li+].[Al+3].[Cl:7][C:8]1[CH:9]=[C:10]([CH:14]=[CH:15][C:16]([NH2:18])=O)[CH:11]=[CH:12][CH:13]=1. Product: [Cl:7][C:8]1[CH:9]=[C:10]([CH2:14][CH2:15][CH2:16][NH2:18])[CH:11]=[CH:12][CH:13]=1. The catalyst class is: 1. (9) Reactant: C[N:2]([CH3:8])/[CH:3]=[CH:4]/[C:5](=O)[CH3:6].[NH:9]([C:11]1[CH:16]=[CH:15][CH:14]=CN=1)[NH2:10]. Product: [CH3:14][C:15]1[CH:16]=[CH:11][N:9]([C:8]2[CH:6]=[CH:5][CH:4]=[CH:3][N:2]=2)[N:10]=1. The catalyst class is: 8. (10) Reactant: [CH3:1][O:2][C:3]1[C:4]([CH2:18][OH:19])([CH2:13][CH2:14][CH:15]([CH3:17])[CH3:16])[C:5]2[C:10]([CH2:11][CH:12]=1)=[CH:9][CH:8]=[CH:7][CH:6]=2.C(N(CC)CC)C.[CH:27]([N:30]=[C:31]=[O:32])([CH3:29])[CH3:28]. Product: [CH:27]([NH:30][C:31](=[O:32])[O:19][CH2:18][C:4]1([CH2:13][CH2:14][CH:15]([CH3:16])[CH3:17])[C:5]2[C:10](=[CH:9][CH:8]=[CH:7][CH:6]=2)[CH2:11][CH:12]=[C:3]1[O:2][CH3:1])([CH3:29])[CH3:28]. The catalyst class is: 112.